Dataset: Forward reaction prediction with 1.9M reactions from USPTO patents (1976-2016). Task: Predict the product of the given reaction. Given the reactants [CH3:1][C:2]1[CH:3]=[C:4]2[C:9](=[CH:10][CH:11]=1)[N:8]=[C:7](Cl)[N:6]=[C:5]2Cl.[NH2:14][C:15]1[CH:22]=[CH:21][C:18]([CH2:19][NH2:20])=[CH:17][CH:16]=1.[F:23][C:24]1[CH:32]=[CH:31][C:27]([C:28](Cl)=[O:29])=[CH:26][CH:25]=1.[CH3:33][NH:34][CH3:35], predict the reaction product. The product is: [CH3:33][N:34]([CH3:35])[C:7]1[N:6]=[C:5]([NH:20][CH2:19][C:18]2[CH:21]=[CH:22][C:15]([NH:14][C:28](=[O:29])[C:27]3[CH:31]=[CH:32][C:24]([F:23])=[CH:25][CH:26]=3)=[CH:16][CH:17]=2)[C:4]2[C:9](=[CH:10][CH:11]=[C:2]([CH3:1])[CH:3]=2)[N:8]=1.